This data is from Peptide-MHC class I binding affinity with 185,985 pairs from IEDB/IMGT. The task is: Regression. Given a peptide amino acid sequence and an MHC pseudo amino acid sequence, predict their binding affinity value. This is MHC class I binding data. (1) The peptide sequence is LLPRVVGGK. The MHC is HLA-A33:01 with pseudo-sequence HLA-A33:01. The binding affinity (normalized) is 0.0941. (2) The peptide sequence is FATTPVCEY. The MHC is HLA-A02:12 with pseudo-sequence HLA-A02:12. The binding affinity (normalized) is 0.0847. (3) The peptide sequence is PLHIVCSKTV. The MHC is HLA-A02:06 with pseudo-sequence HLA-A02:06. The binding affinity (normalized) is 0.0569. (4) The peptide sequence is DRGFAAPQFSL. The MHC is HLA-B27:05 with pseudo-sequence HLA-B27:05. The binding affinity (normalized) is 0.167. (5) The peptide sequence is RANNNRLPK. The MHC is HLA-B40:01 with pseudo-sequence HLA-B40:01. The binding affinity (normalized) is 0.0847. (6) The peptide sequence is VDMVNETSSCI. The MHC is Mamu-A11 with pseudo-sequence Mamu-A11. The binding affinity (normalized) is 0.434. (7) The binding affinity (normalized) is 0. The peptide sequence is YIIRVTTEL. The MHC is HLA-A03:01 with pseudo-sequence HLA-A03:01. (8) The peptide sequence is FLQEETLTQM. The MHC is HLA-A02:01 with pseudo-sequence HLA-A02:01. The binding affinity (normalized) is 0.993. (9) The peptide sequence is GLLYFILFFV. The MHC is HLA-A02:03 with pseudo-sequence HLA-A02:03. The binding affinity (normalized) is 0.516. (10) The peptide sequence is APRARTAAF. The MHC is HLA-B15:09 with pseudo-sequence HLA-B15:09. The binding affinity (normalized) is 0.0847.